Dataset: Forward reaction prediction with 1.9M reactions from USPTO patents (1976-2016). Task: Predict the product of the given reaction. (1) Given the reactants [CH3:1][O:2][C:3]1[CH:8]=[C:7]([CH3:9])[C:6]([S:10]([N:13]([CH3:35])[CH2:14][CH2:15][O:16][CH2:17][C:18]([N:20]([CH3:34])[C@H:21]2[CH2:26][CH2:25][CH2:24][C@@H:23]([N:27]3[CH2:32][CH2:31][N:30]([CH3:33])[CH2:29][CH2:28]3)[CH2:22]2)=[O:19])(=[O:12])=[O:11])=[C:5]([CH3:36])[CH:4]=1.[ClH:37], predict the reaction product. The product is: [ClH:37].[ClH:37].[CH3:1][O:2][C:3]1[CH:8]=[C:7]([CH3:9])[C:6]([S:10]([N:13]([CH3:35])[CH2:14][CH2:15][O:16][CH2:17][C:18]([N:20]([CH3:34])[C@H:21]2[CH2:26][CH2:25][CH2:24][C@@H:23]([N:27]3[CH2:28][CH2:29][N:30]([CH3:33])[CH2:31][CH2:32]3)[CH2:22]2)=[O:19])(=[O:12])=[O:11])=[C:5]([CH3:36])[CH:4]=1. (2) Given the reactants [Cl:1][C:2]1[CH:3]=[C:4]2[N:11]=[C:10]([O:12][C@H:13]3[C@H:17]4[O:18][CH2:19][C@@H:20]([OH:21])[C@H:16]4[O:15][CH2:14]3)[N:9]([CH2:22][O:23][CH2:24][CH2:25][Si:26]([CH3:29])([CH3:28])[CH3:27])[C:5]2=[N:6][C:7]=1I.[Br:30][C:31]1[CH:36]=[CH:35][C:34](B(O)O)=[CH:33][CH:32]=1.C([O-])([O-])=O.[Na+].[Na+], predict the reaction product. The product is: [Br:30][C:31]1[CH:36]=[CH:35][C:34]([C:7]2[N:6]=[C:5]3[N:9]([CH2:22][O:23][CH2:24][CH2:25][Si:26]([CH3:29])([CH3:28])[CH3:27])[C:10]([O:12][C@H:13]4[C@H:17]5[O:18][CH2:19][C@@H:20]([OH:21])[C@H:16]5[O:15][CH2:14]4)=[N:11][C:4]3=[CH:3][C:2]=2[Cl:1])=[CH:33][CH:32]=1. (3) The product is: [I:42][C:38]1[CH:37]=[C:36]([C:35]2[S:17][C:30]([CH3:31])=[N:33][N:34]=2)[CH:41]=[CH:40][CH:39]=1. Given the reactants C1(C)C=CC=CC=1.COC1C=CC(P2(SP(C3C=CC(OC)=CC=3)(=S)S2)=[S:17])=CC=1.[C:30]([NH:33][NH:34][C:35](=O)[C:36]1[CH:41]=[CH:40][CH:39]=[C:38]([I:42])[CH:37]=1)(=O)[CH3:31].O, predict the reaction product. (4) Given the reactants [Cl:1][C:2]1[CH:7]=[CH:6][C:5]([S:8]([N:11](COC)[C:12]2[C:13]([C:19]([C:21]3[C:22]4[CH:29]=[N:28][NH:27][C:23]=4[N:24]=[CH:25][CH:26]=3)=[O:20])=[N:14][CH:15]=[C:16]([CH3:18])[CH:17]=2)(=[O:10])=[O:9])=[CH:4][C:3]=1[C:33]([F:36])([F:35])[F:34].O, predict the reaction product. The product is: [Cl:1][C:2]1[CH:7]=[CH:6][C:5]([S:8]([NH:11][C:12]2[C:13]([C:19]([C:21]3[C:22]4[CH:29]=[N:28][NH:27][C:23]=4[N:24]=[CH:25][CH:26]=3)=[O:20])=[N:14][CH:15]=[C:16]([CH3:18])[CH:17]=2)(=[O:9])=[O:10])=[CH:4][C:3]=1[C:33]([F:35])([F:34])[F:36]. (5) Given the reactants Cl[C:2]1[S:6][C:5]([C:7]2[CH:12]=[CH:11][N:10]=[C:9]([NH:13][C:14]3[CH:19]=[C:18]([O:20][CH3:21])[C:17]([O:22][CH3:23])=[C:16]([O:24][CH3:25])[CH:15]=3)[N:8]=2)=[N:4][CH:3]=1.[NH:26]1[CH2:31][CH2:30][NH:29][CH2:28][CH2:27]1, predict the reaction product. The product is: [N:26]1([C:2]2[S:6][C:5]([C:7]3[CH:12]=[CH:11][N:10]=[C:9]([NH:13][C:14]4[CH:19]=[C:18]([O:20][CH3:21])[C:17]([O:22][CH3:23])=[C:16]([O:24][CH3:25])[CH:15]=4)[N:8]=3)=[N:4][CH:3]=2)[CH2:31][CH2:30][NH:29][CH2:28][CH2:27]1. (6) Given the reactants [CH:1]([N:4](CC)[CH:5]([CH3:7])C)(C)[CH3:2].[CH3:10][C:11]([S:18][S:19][CH3:20])([CH3:17])[CH2:12][CH2:13][C:14]([OH:16])=O.C(N=[C:25]=[N:26][CH:27]([CH3:29])[CH3:28])(C)C.[OH2:30].O[N:32]1[C:36]2[CH:37]=[CH:38][CH:39]=[CH:40]C=2N=N1.CN(C)[CH:43]=[O:44], predict the reaction product. The product is: [CH3:17][C:11]([S:18][S:19][CH3:20])([CH3:10])[CH2:12][CH2:13][C:14]([N:4]1[CH2:5][CH2:7][N:32]([CH2:36][CH2:37][CH2:38][C:39]2[CH:40]=[C:25]([CH2:43][OH:44])[N:26]=[C:27]([CH2:28][OH:30])[CH:29]=2)[CH2:2][CH2:1]1)=[O:16].